From a dataset of NCI-60 drug combinations with 297,098 pairs across 59 cell lines. Regression. Given two drug SMILES strings and cell line genomic features, predict the synergy score measuring deviation from expected non-interaction effect. Drug 1: C1=NC2=C(N1)C(=S)N=C(N2)N. Drug 2: C1CCC(C(C1)N)N.C(=O)(C(=O)[O-])[O-].[Pt+4]. Cell line: MDA-MB-435. Synergy scores: CSS=17.2, Synergy_ZIP=-3.56, Synergy_Bliss=-2.96, Synergy_Loewe=-3.31, Synergy_HSA=-1.46.